Predict the reactants needed to synthesize the given product. From a dataset of Full USPTO retrosynthesis dataset with 1.9M reactions from patents (1976-2016). (1) The reactants are: CCN(CC)CC.[CH3:8][C:9]1[CH:15]=[C:14]([O:16][CH3:17])[CH:13]=[CH:12][C:10]=1[NH2:11].Cl[CH2:19][CH2:20][CH2:21][C:22](Cl)=[O:23].CC([O-])(C)C.[K+]. Given the product [CH3:8][C:9]1[CH:15]=[C:14]([O:16][CH3:17])[CH:13]=[CH:12][C:10]=1[N:11]1[CH2:19][CH2:20][CH2:21][C:22]1=[O:23], predict the reactants needed to synthesize it. (2) The reactants are: [CH2:1]([C:4]1[CH:5]=[C:6]([CH2:10][C@H:11]([NH:19][C:20](=[O:31])[C@H:21]([CH3:30])[CH2:22][S:23]([CH2:26][CH2:27]C=C)(=[O:25])=[O:24])[C@@H:12]2[CH2:16][C@@H:15]([CH3:17])[C:14](=[O:18])[O:13]2)[CH:7]=[CH:8][CH:9]=1)[CH:2]=[CH2:3]. Given the product [CH3:30][C@@H:21]1[CH2:22][S:23](=[O:25])(=[O:24])[CH2:26][CH2:27][CH:3]=[CH:2][CH2:1][C:4]2[CH:5]=[C:6]([CH:7]=[CH:8][CH:9]=2)[CH2:10][C@@H:11]([C@@H:12]2[CH2:16][C@@H:15]([CH3:17])[C:14](=[O:18])[O:13]2)[NH:19][C:20]1=[O:31], predict the reactants needed to synthesize it. (3) Given the product [CH2:41]([C:23]1[CH:24]=[C:25]([C:36]2[S:37][CH:38]=[CH:39][N:40]=2)[C:26]([OH:28])=[CH:27][C:22]=1[O:21][CH2:20][CH2:19][CH2:18][O:17][C:13]1[C:12]([CH2:43][CH2:44][CH3:45])=[C:11]([CH:16]=[CH:15][CH:14]=1)[O:10][C:5]1[CH:6]=[CH:7][CH:8]=[CH:9][C:4]=1[C:3]([OH:46])=[O:2])[CH3:42], predict the reactants needed to synthesize it. The reactants are: C[O:2][C:3](=[O:46])[C:4]1[CH:9]=[CH:8][CH:7]=[CH:6][C:5]=1[O:10][C:11]1[CH:16]=[CH:15][CH:14]=[C:13]([O:17][CH2:18][CH2:19][CH2:20][O:21][C:22]2[CH:27]=[C:26]([O:28]CC3C=CC=CC=3)[C:25]([C:36]3[S:37][CH:38]=[CH:39][N:40]=3)=[CH:24][C:23]=2[CH2:41][CH3:42])[C:12]=1[CH2:43][CH2:44][CH3:45].B(F)(F)F.CCOCC. (4) Given the product [CH3:1][O:2][C:3](=[O:25])[CH2:4][C:5]1[CH:6]=[C:7]([C:13]2[CH:14]=[CH:15][C:16]([C:19]([F:20])([F:21])[F:22])=[CH:17][C:18]=2[CH2:32][NH:29][CH3:28])[C:8]([O:11][CH3:12])=[CH:9][CH:10]=1, predict the reactants needed to synthesize it. The reactants are: [CH3:1][O:2][C:3](=[O:25])[CH2:4][C:5]1[C:6](C=O)=[C:7]([C:13]2[CH:18]=[CH:17][C:16]([C:19]([F:22])([F:21])[F:20])=[CH:15][CH:14]=2)[C:8]([O:11][CH3:12])=[CH:9][CH:10]=1.CN.[C:28]([BH3-])#[N:29].[Na+].[C:32]([O-])(O)=O.[Na+]. (5) Given the product [F:1][C:2]1[CH:7]=[CH:6][C:5]([CH:8]2[CH2:13][CH2:12][CH2:11][N:10]3[N:14]=[C:15]([NH2:17])[N:16]=[C:9]23)=[CH:4][CH:3]=1, predict the reactants needed to synthesize it. The reactants are: [F:1][C:2]1[CH:7]=[CH:6][C:5]([C:8]2[C:9]3[N:10]([N:14]=[C:15]([NH2:17])[N:16]=3)[CH:11]=[CH:12][CH:13]=2)=[CH:4][CH:3]=1.Cl.